The task is: Regression/Classification. Given a drug SMILES string, predict its absorption, distribution, metabolism, or excretion properties. Task type varies by dataset: regression for continuous measurements (e.g., permeability, clearance, half-life) or binary classification for categorical outcomes (e.g., BBB penetration, CYP inhibition). Dataset: cyp2c19_veith.. This data is from CYP2C19 inhibition data for predicting drug metabolism from PubChem BioAssay. (1) The drug is O=C(NCc1cccnc1)c1sc2cc(Cl)ccc2c1Cl. The result is 1 (inhibitor). (2) The molecule is Cc1ccc(-c2cc(C(=O)N3CCN(c4ccc(F)cc4)CC3)c3ccccc3n2)o1. The result is 1 (inhibitor). (3) The molecule is O=C(CSc1cccc2cccnc12)OCC(=O)c1ccccc1. The result is 1 (inhibitor).